Predict the reaction yield, written as a fraction of the theoretical maximum amount of product (1.0 means a 100% yield; for example, 0.34 means a 34% yield). From a dataset of Reaction yield outcomes from USPTO patents with 853,638 reactions. (1) The reactants are Cl.[NH2:2][C@@H:3]([C:14]1[CH:19]=[CH:18][C:17]([C:20]2[CH:25]=[CH:24][CH:23]=[C:22]([O:26][CH3:27])[CH:21]=2)=[CH:16][CH:15]=1)[C:4]([O:6][CH2:7][C:8]1[CH:13]=[CH:12][CH:11]=[CH:10][CH:9]=1)=[O:5].[CH3:28][O:29][C:30]([CH2:32][C@@H:33]([CH2:37][CH:38]([CH3:40])[CH3:39])[C:34](O)=[O:35])=[O:31].C1C=CC2N(O)N=NC=2C=1.C(Cl)CCl.CN1CCOCC1. No catalyst specified. The product is [CH3:27][O:26][C:22]1[CH:21]=[C:20]([C:17]2[CH:18]=[CH:19][C:14]([C@@H:3]([C:4]([O:6][CH2:7][C:8]3[CH:9]=[CH:10][CH:11]=[CH:12][CH:13]=3)=[O:5])[NH:2][C:34]([C@H:33]([CH2:37][CH:38]([CH3:40])[CH3:39])[CH2:32][C:30]([O:29][CH3:28])=[O:31])=[O:35])=[CH:15][CH:16]=2)[CH:25]=[CH:24][CH:23]=1. The yield is 0.950. (2) The reactants are C1C=CC2N(O)N=NC=2C=1.CCN(C(C)C)C(C)C.[C:20]1([C:33]2[CH:38]=[CH:37][CH:36]=[CH:35][CH:34]=2)[CH:25]=[CH:24][C:23]([NH:26][C:27](=[O:32])[CH2:28][C:29]([OH:31])=O)=[CH:22][CH:21]=1.CCN=C=NCCCN(C)C.Cl.[C:51]([O:55][C:56]([N:58]1[CH2:63][CH2:62][NH:61][CH2:60][CH2:59]1)=[O:57])([CH3:54])([CH3:53])[CH3:52]. The catalyst is CN(C=O)C.O. The product is [C:51]([O:55][C:56]([N:58]1[CH2:63][CH2:62][N:61]([C:29](=[O:31])[CH2:28][C:27](=[O:32])[NH:26][C:23]2[CH:22]=[CH:21][C:20]([C:33]3[CH:38]=[CH:37][CH:36]=[CH:35][CH:34]=3)=[CH:25][CH:24]=2)[CH2:60][CH2:59]1)=[O:57])([CH3:54])([CH3:52])[CH3:53]. The yield is 0.930. (3) The reactants are [N:1]1([C:7]2[CH:17]=[CH:16][C:10]([C:11]([O:13][CH2:14][CH3:15])=[O:12])=[CH:9][CH:8]=2)[CH2:5][CH2:4][CH2:3][C:2]1=[O:6]. The catalyst is [C].[Rh].C(O)C. The product is [N:1]1([CH:7]2[CH2:8][CH2:9][CH:10]([C:11]([O:13][CH2:14][CH3:15])=[O:12])[CH2:16][CH2:17]2)[CH2:5][CH2:4][CH2:3][C:2]1=[O:6]. The yield is 1.00. (4) The reactants are [N+:1]([C:4]1[CH:9]=[CH:8][C:7]([N:10]2[CH2:15][CH2:14][NH:13][CH2:12][CH2:11]2)=[CH:6][CH:5]=1)([O-:3])=[O:2].C(N(CC)CC)C.[CH3:23][S:24](Cl)(=[O:26])=[O:25].C(=O)(O)[O-].[Na+]. The catalyst is ClCCl. The product is [N+:1]([C:4]1[CH:5]=[CH:6][C:7]([N:10]2[CH2:15][CH2:14][N:13]([S:24]([CH3:23])(=[O:26])=[O:25])[CH2:12][CH2:11]2)=[CH:8][CH:9]=1)([O-:3])=[O:2]. The yield is 1.00. (5) The reactants are [CH2:1]([O:8][C@H:9]1[C@H:13]2[O:14][CH2:15][C@@:10]1([CH2:32][O:33]C(=O)C1C=CC=CC=1)[O:11][C@H:12]2[N:16]1[CH:24]=[N:23][C:22]2[C:21](=[O:25])[NH:20][C:19]([NH:26][C:27](=[O:31])[CH:28]([CH3:30])[CH3:29])=[N:18][C:17]1=2)[C:2]1[CH:7]=[CH:6][CH:5]=[CH:4][CH:3]=1.[OH-].[Na+].C(O)(=O)C. The catalyst is C(O)C.N1C=CC=CC=1. The product is [CH2:1]([O:8][C@H:9]1[C@H:13]2[O:14][CH2:15][C@:10]1([CH2:32][OH:33])[O:11][C@H:12]2[N:16]1[CH:24]=[N:23][C:22]2[C:21](=[O:25])[NH:20][C:19]([NH:26][C:27](=[O:31])[CH:28]([CH3:29])[CH3:30])=[N:18][C:17]1=2)[C:2]1[CH:7]=[CH:6][CH:5]=[CH:4][CH:3]=1. The yield is 0.870. (6) The reactants are Br[C:2]1[N:3]=[C:4]([CH2:7][NH:8][CH2:9][CH2:10][C:11]([O:13][CH2:14][CH3:15])=[O:12])[S:5][CH:6]=1.CC1(C)C(C)(C)OB([C:24]2[CH:29]=[CH:28][C:27]([OH:30])=[CH:26][CH:25]=2)O1.C([O-])([O-])=O.[K+].[K+]. The catalyst is C1C=CC(P(C2C=CC=CC=2)[C-]2C=CC=C2)=CC=1.C1C=CC(P(C2C=CC=CC=2)[C-]2C=CC=C2)=CC=1.Cl[Pd]Cl.[Fe+2].C1(C)C=CC=CC=1.CCO.O. The product is [OH:30][C:27]1[CH:28]=[CH:29][C:24]([C:2]2[N:3]=[C:4]([CH2:7][NH:8][CH2:9][CH2:10][C:11]([O:13][CH2:14][CH3:15])=[O:12])[S:5][CH:6]=2)=[CH:25][CH:26]=1. The yield is 0.450.